From a dataset of Catalyst prediction with 721,799 reactions and 888 catalyst types from USPTO. Predict which catalyst facilitates the given reaction. (1) Product: [Cl:25][CH2:26][C:27]([N:15]1[CH2:16][CH2:17][C@H:13]([F:12])[CH2:14]1)=[O:28]. Reactant: CC1C=CC(S(O)(=O)=O)=CC=1.[F:12][C@H:13]1[CH2:17][CH2:16][NH:15][CH2:14]1.C(N(CC)CC)C.[Cl:25][CH2:26][C:27](Cl)=[O:28]. The catalyst class is: 46. (2) Reactant: [C:1]([N:3]=[C:4]([N:12]1[CH2:17][CH2:16][C:15]([CH2:24][CH2:25][N:26]2[CH:31]3[CH2:32][CH2:33][CH:27]2[CH2:28][CH:29]([N:34]2[C:38]4[CH:39]=[CH:40][CH:41]=[CH:42][C:37]=4[N:36]=[C:35]2[CH3:43])[CH2:30]3)([C:18]2[CH:23]=[CH:22][CH:21]=[CH:20][CH:19]=2)[CH2:14][CH2:13]1)OC1C=CC=CC=1)#[N:2].[NH2:44][NH2:45]. Product: [CH3:43][C:35]1[N:34]([CH:29]2[CH2:30][CH:31]3[N:26]([CH2:25][CH2:24][C:15]4([C:18]5[CH:23]=[CH:22][CH:21]=[CH:20][CH:19]=5)[CH2:16][CH2:17][N:12]([C:4]5[NH:45][N:44]=[C:1]([NH2:2])[N:3]=5)[CH2:13][CH2:14]4)[CH:27]([CH2:33][CH2:32]3)[CH2:28]2)[C:38]2[CH:39]=[CH:40][CH:41]=[CH:42][C:37]=2[N:36]=1. The catalyst class is: 32.